From a dataset of Reaction yield outcomes from USPTO patents with 853,638 reactions. Predict the reaction yield, written as a fraction of the theoretical maximum amount of product (1.0 means a 100% yield; for example, 0.34 means a 34% yield). (1) The reactants are C(N(CC)C(C)C)(C)C.F[P-](F)(F)(F)(F)F.N1(O[P+](N(C)C)(N(C)C)N(C)C)C2C=CC=CC=2N=N1.C(O[C:40]([C@H:42]1[C@@H:47]([NH:48][CH2:49][C:50]2[CH:55]=[CH:54][C:53]([F:56])=[CH:52][CH:51]=2)[C@H:46]2[CH2:57][C@@H:43]1[CH2:44][CH2:45]2)=[O:41])C.[I:58][C:59]1[CH:74]=[CH:73][C:62]2[NH:63][C:64]([CH2:69][C:70](O)=[O:71])=[N:65][S:66](=[O:68])(=[O:67])[C:61]=2[CH:60]=1.[O-]CC.[Na+].C(O)C. The catalyst is CN(C)C=O. The product is [F:56][C:53]1[CH:52]=[CH:51][C:50]([CH2:49][N:48]2[C:70](=[O:71])[C:69]([C:64]3[NH:63][C:62]4[CH:73]=[CH:74][C:59]([I:58])=[CH:60][C:61]=4[S:66](=[O:68])(=[O:67])[N:65]=3)=[C:40]([OH:41])[C@H:42]3[C@@H:47]2[C@H:46]2[CH2:57][C@@H:43]3[CH2:44][CH2:45]2)=[CH:55][CH:54]=1. The yield is 0.490. (2) The reactants are I[C:2]1[CH:3]=[C:4]([CH:12]=[CH:13][CH:14]=1)[O:5][C:6]1[CH:11]=[CH:10][CH:9]=[CH:8][N:7]=1.[N:15]1[CH:20]=[CH:19][CH:18]=[CH:17][C:16]=1[C:21](O)=O.[OH2:24].P([O-])([O-])([O-])=O.[K+].[K+].[K+]. The catalyst is [Cu]I.CS(C)=O. The product is [N:7]1[CH:8]=[CH:9][CH:10]=[CH:11][C:6]=1[O:5][C:4]1[CH:3]=[C:2]([CH:14]=[CH:13][CH:12]=1)[O:24][C:2]1[CH:14]=[CH:13][C:18]2[C:17]3[CH:10]=[CH:9][CH:8]=[CH:21][C:16]=3[N:15]3[CH:11]=[CH:6][N:7]=[C:20]3[C:19]=2[CH:3]=1. The yield is 0.670.